Dataset: Reaction yield outcomes from USPTO patents with 853,638 reactions. Task: Predict the reaction yield, written as a fraction of the theoretical maximum amount of product (1.0 means a 100% yield; for example, 0.34 means a 34% yield). The reactants are [OH:1][C:2]1[CH:3]=[C:4]([SH:8])[CH:5]=[CH:6][CH:7]=1.C([O:11][C:12](=O)[CH:13]([CH2:17][C:18]1[CH:23]=[CH:22][CH:21]=[C:20]([NH2:24])[C:19]=1[F:25])[C:14](=O)[CH3:15])C. The catalyst is O. The product is [F:25][C:19]1[C:20]([NH2:24])=[CH:21][CH:22]=[CH:23][C:18]=1[CH2:17][C:13]1[C:12](=[O:11])[O:1][C:2]2[CH:3]=[C:4]([SH:8])[CH:5]=[CH:6][C:7]=2[C:14]=1[CH3:15]. The yield is 0.0100.